From a dataset of NCI-60 drug combinations with 297,098 pairs across 59 cell lines. Regression. Given two drug SMILES strings and cell line genomic features, predict the synergy score measuring deviation from expected non-interaction effect. Drug 1: CC1CCC2CC(C(=CC=CC=CC(CC(C(=O)C(C(C(=CC(C(=O)CC(OC(=O)C3CCCCN3C(=O)C(=O)C1(O2)O)C(C)CC4CCC(C(C4)OC)OCCO)C)C)O)OC)C)C)C)OC. Drug 2: C1CCC(C(C1)N)N.C(=O)(C(=O)[O-])[O-].[Pt+4]. Cell line: A498. Synergy scores: CSS=33.3, Synergy_ZIP=-5.99, Synergy_Bliss=-2.95, Synergy_Loewe=0.226, Synergy_HSA=2.07.